From a dataset of Forward reaction prediction with 1.9M reactions from USPTO patents (1976-2016). Predict the product of the given reaction. (1) Given the reactants [CH3:1][O:2][C:3]1[CH:4]=[C:5]([CH:15]=[CH:16][C:17]=1[N+:18]([O-])=O)[CH2:6][CH:7]=[CH:8][CH2:9][PH:10](=[O:14])[O:11][CH2:12][CH3:13], predict the reaction product. The product is: [NH2:18][C:17]1[CH:16]=[CH:15][C:5]([CH2:6][CH2:7][CH2:8][CH2:9][PH:10](=[O:14])[O:11][CH2:12][CH3:13])=[CH:4][C:3]=1[O:2][CH3:1]. (2) The product is: [CH3:30][S:31]([NH:1][CH2:2][CH2:3][CH2:4][N:5]1[C:9]([C:10]2[CH:11]=[CH:12][N:13]=[CH:14][CH:15]=2)=[C:8]([C:16]2[CH:21]=[CH:20][C:19]([F:22])=[CH:18][CH:17]=2)[N:7]=[CH:6]1)(=[O:33])=[O:32]. Given the reactants [NH2:1][CH2:2][CH2:3][CH2:4][N:5]1[C:9]([C:10]2[CH:15]=[CH:14][N:13]=[CH:12][CH:11]=2)=[C:8]([C:16]2[CH:21]=[CH:20][C:19]([F:22])=[CH:18][CH:17]=2)[N:7]=[CH:6]1.CCN(CC)CC.[CH3:30][S:31](Cl)(=[O:33])=[O:32].[OH-].[Na+], predict the reaction product. (3) Given the reactants C[O:2][C:3](=O)[C:4]1[CH:9]=[CH:8][C:7]([C:10]2[CH:15]=[CH:14][C:13]([C:16]([F:19])([F:18])[F:17])=[CH:12][CH:11]=2)=[N:6][CH:5]=1.[H-].[H-].[H-].[H-].[Li+].[Al+3], predict the reaction product. The product is: [F:18][C:16]([F:17])([F:19])[C:13]1[CH:12]=[CH:11][C:10]([C:7]2[N:6]=[CH:5][C:4]([CH2:3][OH:2])=[CH:9][CH:8]=2)=[CH:15][CH:14]=1. (4) Given the reactants [Cl:1][C:2]1[CH:10]=[CH:9][C:8]2[N:7]([CH2:11][C:12]([OH:14])=[O:13])[C:6]3[CH2:15][CH2:16][N:17]([CH3:19])[CH2:18][C:5]=3[C:4]=2[CH:3]=1.CCN=C=N[CH2:25][CH2:26][CH2:27]N(C)C, predict the reaction product. The product is: [Cl:1][C:2]1[CH:10]=[CH:9][C:8]2[N:7]([CH2:11][C:12]([O:14][CH:26]([CH3:27])[CH3:25])=[O:13])[C:6]3[CH2:15][CH2:16][N:17]([CH3:19])[CH2:18][C:5]=3[C:4]=2[CH:3]=1. (5) The product is: [NH2:26][C:10](=[O:13])[CH2:11][CH2:12][C@@H:8]([NH:9][C:14](=[O:15])[O:16][C:17]([CH3:20])([CH3:19])[CH3:18])[CH2:7][C:6]1[CH:21]=[CH:22][C:3]([C:2]([F:24])([F:23])[F:1])=[CH:4][CH:5]=1. Given the reactants [F:1][C:2]([F:24])([F:23])[C:3]1[CH:22]=[CH:21][C:6]([CH2:7][C@H:8]2[CH2:12][CH2:11][C:10](=[O:13])[N:9]2[C:14]([O:16][C:17]([CH3:20])([CH3:19])[CH3:18])=[O:15])=[CH:5][CH:4]=1.[OH-].[NH3:26], predict the reaction product. (6) The product is: [CH2:5]([O:18][C:3]1[CH:2]=[CH:10][CH:9]=[C:8]2[C:4]=1[CH:5]=[CH:6][N:7]2[C:11]1[CH:16]=[CH:15][N:14]=[C:13]([NH2:17])[N:12]=1)[C:4]1[CH:8]=[CH:9][CH:10]=[CH:2][CH:3]=1. Given the reactants Br[C:2]1[CH:3]=[C:4]2[C:8](=[CH:9][CH:10]=1)[N:7]([C:11]1[CH:16]=[CH:15][N:14]=[C:13]([NH2:17])[N:12]=1)[CH:6]=[CH:5]2.[OH2:18], predict the reaction product. (7) Given the reactants [Cl:1][C:2]1[N:7]=[C:6]([NH2:8])[C:5]([CH3:9])=[CH:4][N:3]=1.Br[C:11]1[CH:16]=[CH:15][CH:14]=[C:13]([N+:17]([O-:19])=[O:18])[CH:12]=1.C([O-])([O-])=O.[Cs+].[Cs+].C1(P(C2C=CC=CC=2)C2C3OC4C(=CC=CC=4P(C4C=CC=CC=4)C4C=CC=CC=4)C(C)(C)C=3C=CC=2)C=CC=CC=1, predict the reaction product. The product is: [Cl:1][C:2]1[N:7]=[C:6]([NH:8][C:11]2[CH:16]=[CH:15][CH:14]=[C:13]([N+:17]([O-:19])=[O:18])[CH:12]=2)[C:5]([CH3:9])=[CH:4][N:3]=1.